This data is from Full USPTO retrosynthesis dataset with 1.9M reactions from patents (1976-2016). The task is: Predict the reactants needed to synthesize the given product. (1) Given the product [ClH:24].[N:1]1([S:8]([C:11]2[CH:20]=[CH:19][C:18]([O:21][CH3:22])=[C:17]3[C:12]=2[CH:13]=[CH:14][N:15]=[C:16]3[CH3:23])(=[O:10])=[O:9])[CH2:7][CH2:6][CH2:5][NH:4][CH2:3][CH2:2]1, predict the reactants needed to synthesize it. The reactants are: [N:1]1([S:8]([C:11]2[CH:20]=[CH:19][C:18]([O:21][CH3:22])=[C:17]3[C:12]=2[CH:13]=[CH:14][N:15]=[C:16]3[CH3:23])(=[O:10])=[O:9])[CH2:7][CH2:6][CH2:5][NH:4][CH2:3][CH2:2]1.[ClH:24]. (2) Given the product [NH2:7][C:6]1([C:5]2[CH:8]=[CH:9][C:2]([C:1]#[N:10])=[CH:3][CH:4]=2)[CH2:12][CH2:11]1, predict the reactants needed to synthesize it. The reactants are: [C:1](#[N:10])[C:2]1[CH:9]=[CH:8][C:5]([C:6]#[N:7])=[CH:4][CH:3]=1.[CH2:11]([Mg]Br)[CH3:12].B(F)(F)F.CCOCC.Cl. (3) Given the product [CH3:9][C:2]1[CH:3]=[C:4]([CH3:8])[CH:5]=[C:6]([CH3:7])[N+:1]=1[O-:11], predict the reactants needed to synthesize it. The reactants are: [N:1]1[C:6]([CH3:7])=[CH:5][C:4]([CH3:8])=[CH:3][C:2]=1[CH3:9].C[OH:11]. (4) Given the product [BrH:10].[CH:1]([N:4]1[CH2:5][CH2:6][N:7]=[C:9]1[NH2:8])([CH3:3])[CH3:2], predict the reactants needed to synthesize it. The reactants are: [CH:1]([NH:4][CH2:5][CH2:6][NH2:7])([CH3:3])[CH3:2].[N:8]#[C:9][Br:10]. (5) Given the product [C:27]([C:24]1[CH:25]=[CH:26][C:21]([CH2:20][CH2:19][S:18][C:14]2[CH:13]=[C:12]([NH:11][S:7]([C:1]3[CH:6]=[CH:5][CH:4]=[CH:3][CH:2]=3)(=[O:9])=[O:8])[CH:17]=[CH:16][CH:15]=2)=[CH:22][CH:23]=1)#[N:28], predict the reactants needed to synthesize it. The reactants are: [C:1]1([S:7](Cl)(=[O:9])=[O:8])[CH:6]=[CH:5][CH:4]=[CH:3][CH:2]=1.[NH2:11][C:12]1[CH:17]=[CH:16][CH:15]=[C:14]([S:18][CH2:19][CH2:20][C:21]2[CH:26]=[CH:25][C:24]([C:27]#[N:28])=[CH:23][CH:22]=2)[CH:13]=1.Cl. (6) The reactants are: Cl[C:2]1[CH:3]=[CH:4][C:5]2[N:6]([CH:8]=[C:9]([C:11]([N:13]3[CH2:18][CH2:17][CH:16]([C:19]4[CH:24]=[CH:23][CH:22]=[CH:21][C:20]=4[C:25]([F:28])([F:27])[F:26])[CH2:15][CH2:14]3)=[O:12])[N:10]=2)[N:7]=1.[NH:29]1[CH2:34][CH2:33][O:32][CH2:31][CH2:30]1. Given the product [O:32]1[CH2:33][CH2:34][N:29]([C:2]2[CH:3]=[CH:4][C:5]3[N:6]([CH:8]=[C:9]([C:11]([N:13]4[CH2:18][CH2:17][CH:16]([C:19]5[CH:24]=[CH:23][CH:22]=[CH:21][C:20]=5[C:25]([F:28])([F:27])[F:26])[CH2:15][CH2:14]4)=[O:12])[N:10]=3)[N:7]=2)[CH2:30][CH2:31]1, predict the reactants needed to synthesize it. (7) The reactants are: Cl.[NH2:2][CH2:3][CH2:4][C:5]1[CH:6]=[C:7]([C:15]([O:17][CH3:18])=[O:16])[CH:8]=[C:9]([CH:14]=1)[C:10]([O:12][CH3:13])=[O:11].[CH3:19]N(C=O)C. Given the product [CH3:19][NH:2][CH2:3][CH2:4][C:5]1[CH:14]=[C:9]([C:10]([O:12][CH3:13])=[O:11])[CH:8]=[C:7]([CH:6]=1)[C:15]([O:17][CH3:18])=[O:16], predict the reactants needed to synthesize it. (8) Given the product [CH:2]([CH:15]1[C:20](=[O:21])[CH2:19][CH2:18][N:17]([CH2:37][C:36]2[CH:39]=[C:32]([Br:31])[CH:33]=[CH:34][C:35]=2[O:40][CH:41]([CH3:43])[CH3:42])[CH2:16]1)([C:9]1[CH:14]=[CH:13][CH:12]=[CH:11][CH:10]=1)[C:3]1[CH:4]=[CH:5][CH:6]=[CH:7][CH:8]=1, predict the reactants needed to synthesize it. The reactants are: Cl.[CH:2]([CH:15]1[C:20](=[O:21])[CH2:19][CH2:18][NH:17][CH2:16]1)([C:9]1[CH:14]=[CH:13][CH:12]=[CH:11][CH:10]=1)[C:3]1[CH:8]=[CH:7][CH:6]=[CH:5][CH:4]=1.C(N(C(C)C)CC)(C)C.[Br:31][C:32]1[CH:33]=[CH:34][C:35]([O:40][CH:41]([CH3:43])[CH3:42])=[C:36]([CH:39]=1)[CH2:37]O.C(=O)([O-])O.[Na+].